From a dataset of Forward reaction prediction with 1.9M reactions from USPTO patents (1976-2016). Predict the product of the given reaction. Given the reactants Br[C:2]1[CH:7]=[CH:6][C:5]([C:8]2[O:12][N:11]=[C:10]([CH3:13])[N:9]=2)=[CH:4][CH:3]=1.[CH:14]1([N:18]2[CH2:23][CH2:22][N:21]([C:24]([C@H:26]3[CH2:30][CH2:29][NH:28][CH2:27]3)=[O:25])[CH2:20][CH2:19]2)[CH2:17][CH2:16][CH2:15]1, predict the reaction product. The product is: [CH:14]1([N:18]2[CH2:23][CH2:22][N:21]([C:24]([C@H:26]3[CH2:30][CH2:29][N:28]([C:2]4[CH:7]=[CH:6][C:5]([C:8]5[O:12][N:11]=[C:10]([CH3:13])[N:9]=5)=[CH:4][CH:3]=4)[CH2:27]3)=[O:25])[CH2:20][CH2:19]2)[CH2:17][CH2:16][CH2:15]1.